Dataset: Full USPTO retrosynthesis dataset with 1.9M reactions from patents (1976-2016). Task: Predict the reactants needed to synthesize the given product. Given the product [Cl:20][C:13]1[C:14]([F:19])=[CH:15][CH:16]=[C:17]([Cl:18])[C:12]=1[CH:10]([O:9][C:4]1[C:5]([NH2:8])=[N:6][CH:7]=[C:2]([C:25]2[CH:26]=[CH:27][C:22]([P:34]([CH3:35])([CH3:33])=[O:36])=[C:23]([O:31][CH3:32])[CH:24]=2)[CH:3]=1)[CH3:11], predict the reactants needed to synthesize it. The reactants are: Br[C:2]1[CH:3]=[C:4]([O:9][CH:10]([C:12]2[C:17]([Cl:18])=[CH:16][CH:15]=[C:14]([F:19])[C:13]=2[Cl:20])[CH3:11])[C:5]([NH2:8])=[N:6][CH:7]=1.Br[C:22]1[CH:27]=[CH:26][C:25](B(O)O)=[CH:24][C:23]=1[O:31][CH3:32].[CH3:33][PH:34](=[O:36])[CH3:35].